This data is from Forward reaction prediction with 1.9M reactions from USPTO patents (1976-2016). The task is: Predict the product of the given reaction. (1) Given the reactants [CH3:1][O:2][C:3](=[O:13])[C:4]1[C:5](=[CH:9][CH:10]=[CH:11][CH:12]=1)[C:6]([OH:8])=O.[CH:14]1([CH2:17][CH2:18][NH:19][C:20]([C:22]2[N:23]=[N:24][C:25]([N:28]3[CH2:33][CH2:32][NH:31][CH2:30][CH2:29]3)=[CH:26][CH:27]=2)=[O:21])[CH2:16][CH2:15]1, predict the reaction product. The product is: [CH3:1][O:2][C:3](=[O:13])[C:4]1[CH:12]=[CH:11][CH:10]=[CH:9][C:5]=1[C:6]([N:31]1[CH2:32][CH2:33][N:28]([C:25]2[N:24]=[N:23][C:22]([C:20](=[O:21])[NH:19][CH2:18][CH2:17][CH:14]3[CH2:16][CH2:15]3)=[CH:27][CH:26]=2)[CH2:29][CH2:30]1)=[O:8]. (2) Given the reactants [Cl:1][C:2]1[N:7]=[C:6]([C:8]2[S:12][C:11]([CH2:13][NH:14][CH2:15][C:16]3[CH:21]=[CH:20][C:19]([O:22][CH3:23])=[CH:18][CH:17]=3)=[CH:10][CH:9]=2)[CH:5]=[CH:4][N:3]=1.N1C=CC=CC=1.CCN(CC)CC.[C:37](Cl)(=[O:44])[C:38]1[CH:43]=[CH:42][CH:41]=[CH:40][CH:39]=1, predict the reaction product. The product is: [Cl:1][C:2]1[N:7]=[C:6]([C:8]2[S:12][C:11]([CH2:13][N:14]([CH2:15][C:16]3[CH:17]=[CH:18][C:19]([O:22][CH3:23])=[CH:20][CH:21]=3)[C:37](=[O:44])[C:38]3[CH:43]=[CH:42][CH:41]=[CH:40][CH:39]=3)=[CH:10][CH:9]=2)[CH:5]=[CH:4][N:3]=1. (3) Given the reactants [C:1]1([C:7]2[O:11][C:10]([C:12]([OH:14])=O)=[CH:9][CH:8]=2)[CH:6]=[CH:5][CH:4]=[CH:3][CH:2]=1.[CH2:15]([O:17][C:18](=[O:28])[CH2:19][O:20][C:21]1[CH:26]=[CH:25][CH:24]=[C:23]([NH2:27])[CH:22]=1)[CH3:16], predict the reaction product. The product is: [CH2:15]([O:17][C:18](=[O:28])[CH2:19][O:20][C:21]1[CH:26]=[CH:25][CH:24]=[C:23]([NH:27][C:12]([C:10]2[O:11][C:7]([C:1]3[CH:2]=[CH:3][CH:4]=[CH:5][CH:6]=3)=[CH:8][CH:9]=2)=[O:14])[CH:22]=1)[CH3:16]. (4) Given the reactants C(O)(C(F)(F)F)=O.C([O:15][C:16]1[CH:34]=[CH:33][C:19]([CH2:20][C:21]2[O:25][N:24]=[C:23]([C:26]3[C:27]([NH2:32])=[N:28][CH:29]=[CH:30][CH:31]=3)[N:22]=2)=[CH:18][CH:17]=1)C1C=CC=CC=1.C1(SC)C=CC=CC=1.C(=O)([O-])O.[Na+], predict the reaction product. The product is: [NH2:32][C:27]1[C:26]([C:23]2[N:22]=[C:21]([CH2:20][C:19]3[CH:18]=[CH:17][C:16]([OH:15])=[CH:34][CH:33]=3)[O:25][N:24]=2)=[CH:31][CH:30]=[CH:29][N:28]=1. (5) Given the reactants C(N(CC)CC)C.[CH2:8]1[C:16]2[C:11](=[CH:12][CH:13]=[CH:14][CH:15]=2)[CH2:10][NH:9]1.[Cl:17][C:18]([Cl:23])([Cl:22])[C:19](Cl)=[O:20], predict the reaction product. The product is: [Cl:17][C:18]([Cl:23])([Cl:22])[C:19]([N:9]1[CH2:10][C:11]2[C:16](=[CH:15][CH:14]=[CH:13][CH:12]=2)[CH2:8]1)=[O:20].